Dataset: Peptide-MHC class I binding affinity with 185,985 pairs from IEDB/IMGT. Task: Regression. Given a peptide amino acid sequence and an MHC pseudo amino acid sequence, predict their binding affinity value. This is MHC class I binding data. (1) The peptide sequence is SWKQSKMWR. The MHC is HLA-A02:06 with pseudo-sequence HLA-A02:06. The binding affinity (normalized) is 0.0847. (2) The peptide sequence is YEVPAALIL. The MHC is HLA-A02:06 with pseudo-sequence HLA-A02:06. The binding affinity (normalized) is 0.460. (3) The peptide sequence is REVFDYLLP. The MHC is HLA-B48:01 with pseudo-sequence HLA-B48:01. The binding affinity (normalized) is 0.0847. (4) The peptide sequence is YQYIFLSFF. The MHC is HLA-B27:05 with pseudo-sequence HLA-B27:05. The binding affinity (normalized) is 0.0847.